This data is from Catalyst prediction with 721,799 reactions and 888 catalyst types from USPTO. The task is: Predict which catalyst facilitates the given reaction. Reactant: [F:1][C:2]1[CH:7]=[CH:6][C:5]([N:8]2[C:16]3[CH:15]=[C:14]4[CH2:17][CH2:18][C@H:19]5[C:24]([C@@:13]4([CH3:29])[CH2:12][C:11]=3[CH:10]=[N:9]2)=[CH:23][CH2:22][CH2:21][C@H:20]5[C:25](OC)=[O:26])=[CH:4][CH:3]=1.FC1C=CC(N2C3C=C4CC[C@H]5C([C@@]4(C)CC=3C=N2)=CCC[C@@H]5C(OC)=O)=CC=1.[H-].[H-].[H-].[H-].[Li+].[Al+3]. Product: [F:1][C:2]1[CH:3]=[CH:4][C:5]([N:8]2[C:16]3[CH:15]=[C:14]4[CH2:17][CH2:18][C@H:19]5[C:24]([C@@:13]4([CH3:29])[CH2:12][C:11]=3[CH:10]=[N:9]2)=[CH:23][CH2:22][CH2:21][CH:20]5[CH:25]=[O:26])=[CH:6][CH:7]=1. The catalyst class is: 1.